This data is from Peptide-MHC class I binding affinity with 185,985 pairs from IEDB/IMGT. The task is: Regression. Given a peptide amino acid sequence and an MHC pseudo amino acid sequence, predict their binding affinity value. This is MHC class I binding data. (1) The peptide sequence is EPISDYSAEV. The MHC is HLA-B54:01 with pseudo-sequence HLA-B54:01. The binding affinity (normalized) is 0.645. (2) The peptide sequence is TLAPFNFLV. The MHC is HLA-A02:01 with pseudo-sequence HLA-A02:01. The binding affinity (normalized) is 1.00. (3) The peptide sequence is LPQFEEIRNL. The MHC is HLA-B54:01 with pseudo-sequence HLA-B54:01. The binding affinity (normalized) is 0.129. (4) The MHC is HLA-A02:02 with pseudo-sequence HLA-A02:02. The peptide sequence is PACVYGPA. The binding affinity (normalized) is 0.116. (5) The peptide sequence is VIGLTTHCT. The MHC is HLA-A02:02 with pseudo-sequence HLA-A02:02. The binding affinity (normalized) is 0.0251. (6) The peptide sequence is ESLLHQASW. The MHC is HLA-A02:16 with pseudo-sequence HLA-A02:16. The binding affinity (normalized) is 0.0847. (7) The peptide sequence is DLEKYNLAF. The MHC is HLA-A02:19 with pseudo-sequence HLA-A02:19. The binding affinity (normalized) is 0.0847. (8) The peptide sequence is NIMEFCKAY. The MHC is HLA-B07:02 with pseudo-sequence HLA-B07:02. The binding affinity (normalized) is 0.0847. (9) The peptide sequence is EELRSLYNTI. The MHC is HLA-B08:01 with pseudo-sequence HLA-B08:01. The binding affinity (normalized) is 0.0847.